Dataset: Forward reaction prediction with 1.9M reactions from USPTO patents (1976-2016). Task: Predict the product of the given reaction. (1) Given the reactants C[O:2][C:3]([C:5]1[S:6][CH:7]=[C:8]2[C:13]=1[C:12](=[O:14])[N:11]([C:15]1[CH:20]=[C:19]([O:21][CH:22]([C:24]3[C:29]([O:30][CH3:31])=[CH:28][CH:27]=[CH:26][C:25]=3[F:32])[CH3:23])[CH:18]=[CH:17][C:16]=1[F:33])[C:10](=[O:34])[NH:9]2)=[O:4].O.[OH-].[Li+].Cl, predict the reaction product. The product is: [C:3]([C:5]1[S:6][CH:7]=[C:8]2[C:13]=1[C:12](=[O:14])[N:11]([C:15]1[CH:20]=[C:19]([O:21][CH:22]([C:24]3[C:29]([O:30][CH3:31])=[CH:28][CH:27]=[CH:26][C:25]=3[F:32])[CH3:23])[CH:18]=[CH:17][C:16]=1[F:33])[C:10](=[O:34])[NH:9]2)([OH:4])=[O:2]. (2) Given the reactants [C:1]1(=[O:6])[O:5][CH2:4][CH2:3][CH2:2]1.[CH2:7]([NH2:11])[CH2:8][CH2:9][CH3:10], predict the reaction product. The product is: [CH2:7]([NH:11][C:1](=[O:6])[CH2:2][CH2:3][CH2:4][OH:5])[CH2:8][CH2:9][CH3:10]. (3) Given the reactants [NH2:1][C:2]1[NH:6][N:5]=[C:4]([NH:7][C:8]2[CH:13]=[CH:12][C:11]([NH:14][C:15](=[O:24])[C:16]3[CH:21]=[CH:20][CH:19]=[C:18]([O:22][CH3:23])[CH:17]=3)=[CH:10][CH:9]=2)[C:3]=1[C:25]([NH2:27])=[O:26].[CH3:28][C:29]1[CH:30]=[C:31]([CH:34]=[C:35]([CH3:38])[C:36]=1[OH:37])[CH:32]=O.CN(C=O)C.[BH4-].[Na+], predict the reaction product. The product is: [OH:37][C:36]1[C:35]([CH3:38])=[CH:34][C:31]([CH2:32][NH:1][C:2]2[NH:6][N:5]=[C:4]([NH:7][C:8]3[CH:9]=[CH:10][C:11]([NH:14][C:15](=[O:24])[C:16]4[CH:21]=[CH:20][CH:19]=[C:18]([O:22][CH3:23])[CH:17]=4)=[CH:12][CH:13]=3)[C:3]=2[C:25]([NH2:27])=[O:26])=[CH:30][C:29]=1[CH3:28]. (4) The product is: [C:1]1([C:7]2[C:8]([CH:17]([NH2:19])[CH3:18])=[N:9][C:10]3[C:15]([CH:16]=2)=[N:14][CH:13]=[CH:12][CH:11]=3)[CH:2]=[CH:3][CH:4]=[CH:5][CH:6]=1. Given the reactants [C:1]1([C:7]2[C:8]([CH:17]([N:19]3C(=O)C4C(=CC=CC=4)C3=O)[CH3:18])=[N:9][C:10]3[C:15]([CH:16]=2)=[N:14][CH:13]=[CH:12][CH:11]=3)[CH:6]=[CH:5][CH:4]=[CH:3][CH:2]=1.NN, predict the reaction product.